From a dataset of Catalyst prediction with 721,799 reactions and 888 catalyst types from USPTO. Predict which catalyst facilitates the given reaction. (1) Reactant: FC(F)(F)C(O)=O.[O:8]=[C:9]([CH2:18][C:19](=[O:25])[CH2:20][CH2:21][CH2:22][CH2:23][CH3:24])[CH2:10][C:11]([O:13]C(C)(C)C)=O.C(=O)([O-])[O-].[K+].[K+]. Product: [OH:13][C:11]1[CH:25]=[C:19]([CH2:20][CH2:21][CH2:22][CH2:23][CH3:24])[O:18][C:9](=[O:8])[CH:10]=1. The catalyst class is: 4. (2) Reactant: [O:1]1[C:5]2[CH:6]=[CH:7][C:8]([C:10]([OH:12])=O)=[CH:9][C:4]=2[CH:3]=[CH:2]1.C1N=CN(C(N2C=NC=C2)=O)C=1.[CH2:25]([O:27][C:28](=[O:33])[CH2:29]C(O)=O)[CH3:26].[K].CCN(CC)CC.[Mg+2].[Cl-].[Cl-]. Product: [O:1]1[C:5]2[CH:6]=[CH:7][C:8]([C:10](=[O:12])[CH2:29][C:28]([O:27][CH2:25][CH3:26])=[O:33])=[CH:9][C:4]=2[CH:3]=[CH:2]1. The catalyst class is: 841. (3) Reactant: [CH3:1][C:2]1[C:7]([CH3:8])=[C:6]([OH:9])[C:5]([CH2:10][CH:11]=[C:12]([CH3:14])[CH3:13])=[CH:4][C:3]=1[OH:15].B(F)(F)F.CCOCC. Product: [CH3:14][C:12]1([CH3:13])[CH2:11][CH2:10][C:5]2[C:6](=[C:7]([CH3:8])[C:2]([CH3:1])=[C:3]([OH:15])[CH:4]=2)[O:9]1. The catalyst class is: 12. (4) Reactant: C[C:2]1([CH3:20])[CH2:15][N:14]2[C:5](=NC3C([C:13]2=O)=CC=C(C(O)=O)C=3)[CH2:4][CH2:3]1.[OH:21][NH:22][C:23](=[NH:30])C1C=CC=CN=1.CC[N:33]=C=NCCCN(C)C.C1C=CC2N(O)N=NC=2C=1. Product: [CH2:4]1[CH:3]2[CH:2]([C:20]3[O:21][N:22]=[C:23]([NH2:30])[N:33]=3)[CH2:15][N:14]([CH2:13]2)[CH2:5]1. The catalyst class is: 18.